From a dataset of Catalyst prediction with 721,799 reactions and 888 catalyst types from USPTO. Predict which catalyst facilitates the given reaction. (1) Reactant: [C:1]([N:5]([CH3:26])[C:6]([C:8]1[N:9]=[C:10](Br)[N:11]2[C:20]3[C:15](=[CH:16][C:17]([O:23][CH3:24])=[C:18]([O:21][CH3:22])[CH:19]=3)[CH2:14][CH2:13][C:12]=12)=[O:7])([CH3:4])([CH3:3])[CH3:2].[S:27]1[CH:31]=[CH:30][CH:29]=[C:28]1B(O)O.C(=O)([O-])[O-].[K+].[K+]. Product: [C:1]([N:5]([CH3:26])[C:6]([C:8]1[N:9]=[C:10]([C:28]2[S:27][CH:31]=[CH:30][CH:29]=2)[N:11]2[C:20]3[C:15](=[CH:16][C:17]([O:23][CH3:24])=[C:18]([O:21][CH3:22])[CH:19]=3)[CH2:14][CH2:13][C:12]=12)=[O:7])([CH3:4])([CH3:3])[CH3:2]. The catalyst class is: 760. (2) Product: [C:22]([NH:21][CH2:20][C:15]1[CH:16]=[CH:17][CH:18]=[CH:19][C:14]=1[N:11]1[CH2:10][CH2:9][NH:8][CH2:13][CH2:12]1)(=[O:25])[CH2:23][CH3:24].[CH3:29][CH2:28][CH2:27][CH2:32][CH2:31][CH3:30].[C:1]([O:3][CH2:4][CH3:7])(=[O:2])[CH3:37]. The catalyst class is: 1. Reactant: [C:1]([N:8]1[CH2:13][CH2:12][N:11]([C:14]2[CH:19]=[CH:18][CH:17]=[CH:16][C:15]=2[CH2:20][NH2:21])[CH2:10][CH2:9]1)([O:3][C:4]([CH3:7])(C)C)=[O:2].[C:22](O)(=[O:25])[CH2:23][CH3:24].[CH:27]1[CH:28]=[CH:29][C:30]2N(O)N=N[C:31]=2[CH:32]=1.[CH2:37](Cl)CCl.CCN(C(C)C)C(C)C. (3) Reactant: [C:1]([C:3]1[C:8](=O)[NH:7][C:6]([C:10]([F:16])([F:15])[C:11]([F:14])([F:13])[F:12])=[C:5]([C:17]([O:19][CH2:20][CH3:21])=[O:18])[CH:4]=1)#[N:2].O=S(Cl)[Cl:24].CN(C=O)C. Product: [Cl:24][C:8]1[C:3]([C:1]#[N:2])=[CH:4][C:5]([C:17]([O:19][CH2:20][CH3:21])=[O:18])=[C:6]([C:10]([F:16])([F:15])[C:11]([F:14])([F:13])[F:12])[N:7]=1. The catalyst class is: 11. (4) Reactant: [CH3:1][NH:2][CH2:3][CH2:4][C@@H:5]([C:7]1[S:8][CH:9]=[CH:10][CH:11]=1)[OH:6].[Cl-].O.[C:14]1([CH3:24])[CH:19]=[CH:18][C:17]([S:20](O)(=[O:22])=[O:21])=[CH:16][CH:15]=1. Product: [C:14]1([CH3:24])[CH:19]=[CH:18][C:17]([S:20]([O:6][C@H:5]([C:7]2[S:8][CH:9]=[CH:10][CH:11]=2)[CH2:4][CH2:3][NH:2][CH3:1])(=[O:22])=[O:21])=[CH:16][CH:15]=1. The catalyst class is: 5. (5) Reactant: [CH2:1]=O.[C:3]([BH3-])#[N:4].[Na+].N[CH:8]([CH2:23][CH:24]1[CH2:29][CH2:28][N:27]([C:30]([O:32][C:33]([CH3:36])([CH3:35])[CH3:34])=[O:31])[CH2:26][CH2:25]1)[CH2:9][CH:10]1[CH2:15][CH2:14][N:13]([C:16]([O:18][C:19]([CH3:22])([CH3:21])[CH3:20])=[O:17])[CH2:12][CH2:11]1.[OH-].[Na+]. Product: [C:19]([O:18][C:16]([N:13]1[CH2:14][CH2:15][CH:10]([CH2:9][CH:8]([N:4]([CH3:3])[CH3:1])[CH2:23][CH:24]2[CH2:29][CH2:28][N:27]([C:30]([O:32][C:33]([CH3:36])([CH3:35])[CH3:34])=[O:31])[CH2:26][CH2:25]2)[CH2:11][CH2:12]1)=[O:17])([CH3:22])([CH3:21])[CH3:20]. The catalyst class is: 477. (6) Reactant: [C:1]([N:9]=[C:10]=[O:11])(=[O:8])[C:2]1[CH:7]=[CH:6][CH:5]=[CH:4][CH:3]=1.[NH2:12][C:13]1[CH:20]=[CH:19][CH:18]=[C:17]([CH:21]=[C:22]([CH3:24])[CH3:23])[C:14]=1[C:15]#[N:16]. Product: [C:15]([C:14]1[C:17]([CH:21]=[C:22]([CH3:23])[CH3:24])=[CH:18][CH:19]=[CH:20][C:13]=1[NH:12][C:10]([NH:9][C:1](=[O:8])[C:2]1[CH:7]=[CH:6][CH:5]=[CH:4][CH:3]=1)=[O:11])#[N:16]. The catalyst class is: 12. (7) Product: [Cl:1][C:2]1[CH:7]=[CH:6][C:5]([S:8]([N:11]([CH2:19][CH3:20])[C:12]2([C:15]([OH:17])=[O:16])[CH2:14][CH2:13]2)(=[O:9])=[O:10])=[CH:4][CH:3]=1. The catalyst class is: 1. Reactant: [Cl:1][C:2]1[CH:7]=[CH:6][C:5]([S:8]([N:11]([CH2:19][CH3:20])[C:12]2([C:15]([O:17]C)=[O:16])[CH2:14][CH2:13]2)(=[O:10])=[O:9])=[CH:4][CH:3]=1.O.O[Li].O. (8) Reactant: C([C:3]1[CH:11]=[C:10]([C:12]2[N:16]([C:17]3[CH:22]=[CH:21][CH:20]=[CH:19][C:18]=3[O:23][CH3:24])[N:15]=[C:14]([CH:25]3[CH2:30][C:29]([CH3:32])([CH3:31])[O:28][C:27]([CH3:34])([CH3:33])[CH2:26]3)[CH:13]=2)[CH:9]=[CH:8][C:4]=1[C:5](O)=[O:6])C.C(Cl)(=O)C([Cl:38])=O. Product: [CH3:24][O:23][C:18]1[CH:19]=[CH:20][CH:21]=[CH:22][C:17]=1[N:16]1[C:12]([C:10]2[CH:11]=[CH:3][C:4]([C:5]([Cl:38])=[O:6])=[CH:8][CH:9]=2)=[CH:13][C:14]([CH:25]2[CH2:30][C:29]([CH3:31])([CH3:32])[O:28][C:27]([CH3:33])([CH3:34])[CH2:26]2)=[N:15]1. The catalyst class is: 59. (9) Reactant: C1(C)C=CC=CC=1.[NH:8]1[C:12]2[CH:13]=[CH:14][CH:15]=[CH:16][C:11]=2[N:10]=[N:9]1.[CH3:17][S:18](Cl)(=[O:20])=[O:19].N1C=CC=CC=1. Product: [CH3:17][S:18]([N:8]1[C:12]2[CH:13]=[CH:14][CH:15]=[CH:16][C:11]=2[N:10]=[N:9]1)(=[O:20])=[O:19]. The catalyst class is: 69.